Dataset: Catalyst prediction with 721,799 reactions and 888 catalyst types from USPTO. Task: Predict which catalyst facilitates the given reaction. (1) Reactant: [NH2:1][C:2]1[C:3]([NH:21][CH3:22])=[N:4][C:5]([NH:8][C:9]2[CH:14]=[CH:13][C:12]([N:15]3[CH2:20][CH2:19][O:18][CH2:17][CH2:16]3)=[CH:11][CH:10]=2)=[N:6][CH:7]=1.[Cl:23][C:24]1[CH:29]=[CH:28][CH:27]=[C:26]([Cl:30])[C:25]=1[C:31](=O)[C:32]([O:34]CC)=O.CC(O)=O. Product: [Cl:30][C:26]1[CH:27]=[CH:28][CH:29]=[C:24]([Cl:23])[C:25]=1[C:31]1[C:32](=[O:34])[N:21]([CH3:22])[C:3]2[N:4]=[C:5]([NH:8][C:9]3[CH:14]=[CH:13][C:12]([N:15]4[CH2:20][CH2:19][O:18][CH2:17][CH2:16]4)=[CH:11][CH:10]=3)[N:6]=[CH:7][C:2]=2[N:1]=1. The catalyst class is: 141. (2) Reactant: Br[C:2]1[S:6][C:5]([CH2:7][CH3:8])=[C:4]([C:9]([O:11][CH2:12][CH3:13])=[O:10])[CH:3]=1.C([Mg]Br)(C)C.[O:19]1CCC[CH2:20]1.CN(C)C=O.Cl. Product: [CH2:7]([C:5]1[S:6][C:2]([CH:20]=[O:19])=[CH:3][C:4]=1[C:9]([O:11][CH2:12][CH3:13])=[O:10])[CH3:8]. The catalyst class is: 7. (3) Reactant: [C:1]([O:5][C:6]([NH:8][CH:9]([CH2:21][C:22]1[C:30]2[C:25](=[CH:26][CH:27]=[CH:28][CH:29]=2)[NH:24][CH:23]=1)[C:10]([O:12][C@@H:13]1[CH:18]2[CH2:19][CH2:20][N:15]([CH2:16][CH2:17]2)[CH2:14]1)=[O:11])=[O:7])([CH3:4])([CH3:3])[CH3:2].[Br:31][CH2:32][C:33]([C:35]1[CH:40]=[CH:39][CH:38]=[CH:37][CH:36]=1)=[O:34]. Product: [Br-:31].[C:1]([O:5][C:6]([NH:8][CH:9]([CH2:21][C:22]1[C:30]2[C:25](=[CH:26][CH:27]=[CH:28][CH:29]=2)[NH:24][CH:23]=1)[C:10]([O:12][C@@H:13]1[CH:18]2[CH2:17][CH2:16][N+:15]([CH2:32][C:33](=[O:34])[C:35]3[CH:40]=[CH:39][CH:38]=[CH:37][CH:36]=3)([CH2:20][CH2:19]2)[CH2:14]1)=[O:11])=[O:7])([CH3:4])([CH3:2])[CH3:3]. The catalyst class is: 25. (4) Reactant: [H-].[Na+].[CH3:3][C:4]1([CH3:18])[CH2:17][O:16][C:7]2([CH2:14][CH:13]3[CH:9]([CH2:10][C:11](=O)[CH2:12]3)[CH2:8]2)[O:6][CH2:5]1. Product: [CH2:5]([O:6][C:7](=[O:16])[CH:8]=[C:11]1[CH2:12][CH:13]2[CH:9]([CH2:8][C:7]3([O:16][CH2:17][C:4]([CH3:18])([CH3:3])[CH2:5][O:6]3)[CH2:14]2)[CH2:10]1)[CH3:4]. The catalyst class is: 1. (5) Reactant: [OH:1][C:2]1[CH:7]=[CH:6][CH:5]=[CH:4][C:3]=1[C:8](=[O:10])[CH3:9].[CH3:11][Li].Cl. Product: [CH3:9][C:8]([CH3:11])([OH:10])[C:3]1[CH:4]=[CH:5][CH:6]=[CH:7][C:2]=1[OH:1]. The catalyst class is: 7. (6) Reactant: [C:1]([NH:9][C:10]1[N:19]=[C:18]([NH:20][C:21](=[O:28])[C:22]2[CH:27]=[CH:26][CH:25]=[CH:24][CH:23]=2)[C:17]2[C:12](=[CH:13][CH:14]=[C:15]([CH3:29])[CH:16]=2)[N:11]=1)(=[O:8])[C:2]1[CH:7]=[CH:6][CH:5]=[CH:4][CH:3]=1.[Br:30]N1C(C)(C)C(=O)N(Br)C1=O.C(OOC(=O)C1C=CC=CC=1)(=O)C1C=CC=CC=1.C(=O)(O)[O-].[Na+]. Product: [C:1]([NH:9][C:10]1[N:19]=[C:18]([NH:20][C:21](=[O:28])[C:22]2[CH:23]=[CH:24][CH:25]=[CH:26][CH:27]=2)[C:17]2[C:12](=[CH:13][CH:14]=[C:15]([CH2:29][Br:30])[CH:16]=2)[N:11]=1)(=[O:8])[C:2]1[CH:7]=[CH:6][CH:5]=[CH:4][CH:3]=1. The catalyst class is: 53.